From a dataset of NCI-60 drug combinations with 297,098 pairs across 59 cell lines. Regression. Given two drug SMILES strings and cell line genomic features, predict the synergy score measuring deviation from expected non-interaction effect. (1) Drug 1: CCC1(CC2CC(C3=C(CCN(C2)C1)C4=CC=CC=C4N3)(C5=C(C=C6C(=C5)C78CCN9C7C(C=CC9)(C(C(C8N6C)(C(=O)OC)O)OC(=O)C)CC)OC)C(=O)OC)O.OS(=O)(=O)O. Drug 2: CS(=O)(=O)OCCCCOS(=O)(=O)C. Cell line: SF-539. Synergy scores: CSS=3.94, Synergy_ZIP=-2.58, Synergy_Bliss=-3.46, Synergy_Loewe=-20.9, Synergy_HSA=-3.50. (2) Drug 1: CCC1(CC2CC(C3=C(CCN(C2)C1)C4=CC=CC=C4N3)(C5=C(C=C6C(=C5)C78CCN9C7C(C=CC9)(C(C(C8N6C=O)(C(=O)OC)O)OC(=O)C)CC)OC)C(=O)OC)O.OS(=O)(=O)O. Drug 2: C1=NC2=C(N1)C(=S)N=CN2. Cell line: DU-145. Synergy scores: CSS=65.8, Synergy_ZIP=9.32, Synergy_Bliss=9.59, Synergy_Loewe=-3.30, Synergy_HSA=7.81.